This data is from CYP1A2 inhibition data for predicting drug metabolism from PubChem BioAssay. The task is: Regression/Classification. Given a drug SMILES string, predict its absorption, distribution, metabolism, or excretion properties. Task type varies by dataset: regression for continuous measurements (e.g., permeability, clearance, half-life) or binary classification for categorical outcomes (e.g., BBB penetration, CYP inhibition). Dataset: cyp1a2_veith. (1) The drug is COc1ccccc1CNc1nc(-c2ccccc2CN(C)C)nc2ccccc12. The result is 1 (inhibitor). (2) The molecule is c1ccc([C@@H]2CN3CCSC3=N2)cc1. The result is 0 (non-inhibitor). (3) The compound is CN(C)CC(C)(C)CN1c2ccccc2Sc2ccccc21. The result is 0 (non-inhibitor). (4) The compound is Cc1cc(Nc2ccc(Cl)cc2)nc(N)n1. The result is 1 (inhibitor). (5) The result is 0 (non-inhibitor). The drug is COc1cc([C@@H](O)CN)ccc1O.